From a dataset of Reaction yield outcomes from USPTO patents with 853,638 reactions. Predict the reaction yield, written as a fraction of the theoretical maximum amount of product (1.0 means a 100% yield; for example, 0.34 means a 34% yield). (1) The reactants are [F:1][C:2]1[CH:23]=[C:22]([N+:24]([O-])=O)[CH:21]=[CH:20][C:3]=1[O:4][C:5]1[CH:10]=[CH:9][N:8]=[C:7]([NH2:11])[C:6]=1[C:12]#[C:13][C:14]1[CH:19]=[CH:18][CH:17]=[CH:16][N:15]=1.[NH4+].[Cl-]. The catalyst is [Zn]. The product is [NH2:24][C:22]1[CH:21]=[CH:20][C:3]([O:4][C:5]2[CH:10]=[CH:9][N:8]=[C:7]([NH2:11])[C:6]=2[C:12]#[C:13][C:14]2[CH:19]=[CH:18][CH:17]=[CH:16][N:15]=2)=[C:2]([F:1])[CH:23]=1. The yield is 0.780. (2) The reactants are Br[C:2]1[CH:7]=[CH:6][C:5]([N+:8]([O-:10])=[O:9])=[CH:4][C:3]=1[N:11]([CH2:15][C:16]([CH3:18])=[CH2:17])[C:12](=[O:14])[CH3:13].C([O-])=O.[Na+].C([O-])(=O)C.[Na+]. The catalyst is O.[Cl-].C([N+](CC)(CC)CC)C.CN(C=O)C.C([O-])(=O)C.[Pd+2].C([O-])(=O)C. The product is [CH3:17][C:16]1([CH3:18])[C:2]2[C:3](=[CH:4][C:5]([N+:8]([O-:10])=[O:9])=[CH:6][CH:7]=2)[N:11]([C:12](=[O:14])[CH3:13])[CH2:15]1. The yield is 0.880. (3) The reactants are FC(F)(F)S(NCC1SC(C2C=CC(N[S:20]([C:23]3[CH:28]=[CH:27][CH:26]=[CH:25][CH:24]=3)(=[O:22])=[O:21])=CC=2)=CN=1)(=O)=O.[NH2:31][C:32]1[CH:37]=[CH:36][C:35]([C:38]2[S:42][C:41]([C:43]([NH:46][S:47]([C:50]([F:53])([F:52])[F:51])(=[O:49])=[O:48])([CH3:45])[CH3:44])=[N:40][CH:39]=2)=[CH:34][CH:33]=1.C1(S(Cl)(=O)=O)C=CC=CC=1. No catalyst specified. The product is [F:53][C:50]([F:51])([F:52])[S:47]([NH:46][C:43]([C:41]1[S:42][C:38]([C:35]2[CH:34]=[CH:33][C:32]([NH:31][S:20]([C:23]3[CH:28]=[CH:27][CH:26]=[CH:25][CH:24]=3)(=[O:22])=[O:21])=[CH:37][CH:36]=2)=[CH:39][N:40]=1)([CH3:44])[CH3:45])(=[O:49])=[O:48]. The yield is 0.740. (4) The reactants are F.F.F.C(N(CC)CC)C.C(N(CC)CC)C.[Si]([O:35][CH2:36][C@H:37]1[O:41][C@@H:40]([N:42]2[CH:49]=[C:48]([CH3:50])[C:46](=[O:47])[NH:45][C:43]2=[O:44])[C@H:39]([O:51][CH2:52][CH2:53][O:54][N:55]([CH3:57])[CH3:56])[C@@H:38]1[OH:58])(C(C)(C)C)(C1C=CC=CC=1)C1C=CC=CC=1.CO. The catalyst is C1COCC1.C(Cl)Cl. The product is [CH3:56][N:55]([CH3:57])[O:54][CH2:53][CH2:52][O:51][C@@H:39]1[C@H:38]([OH:58])[C@@H:37]([CH2:36][OH:35])[O:41][C@H:40]1[N:42]1[CH:49]=[C:48]([CH3:50])[C:46](=[O:47])[NH:45][C:43]1=[O:44]. The yield is 0.925. (5) The reactants are [NH2:1][C:2]1[C:3]([C:16]([O:18]C)=[O:17])=[N:4][C:5]([C:8]2[C:13]([F:14])=[CH:12][CH:11]=[CH:10][C:9]=2[F:15])=[CH:6][CH:7]=1.[Li+].[OH-].Cl. The catalyst is C1COCC1. The product is [NH2:1][C:2]1[C:3]([C:16]([OH:18])=[O:17])=[N:4][C:5]([C:8]2[C:13]([F:14])=[CH:12][CH:11]=[CH:10][C:9]=2[F:15])=[CH:6][CH:7]=1. The yield is 0.900. (6) The reactants are BrCCBr.C[Si](Cl)(C)C.[CH3:10][O:11][C:12](=[O:21])/[C:13](/I)=[CH:14]\[CH:15]1[CH2:19][CH2:18][CH2:17][CH2:16]1.C1(P(C2C=CC=CC=2)C2C=CC=CC=2)C=CC=CC=1.Br[C:42]1[CH:43]=[CH:44][C:45]([S:54]([CH3:57])(=[O:56])=[O:55])=[C:46]([N:48]2[C:52]([CH3:53])=[N:51][N:50]=[N:49]2)[CH:47]=1.[Cl-].[NH4+]. The catalyst is O1CCCC1.[Zn].C1C=CC(/C=C/C(/C=C/C2C=CC=CC=2)=O)=CC=1.C1C=CC(/C=C/C(/C=C/C2C=CC=CC=2)=O)=CC=1.[Pd]. The product is [CH3:10][O:11][C:12](=[O:21])/[C:13](/[C:42]1[CH:43]=[CH:44][C:45]([S:54]([CH3:57])(=[O:56])=[O:55])=[C:46]([N:48]2[C:52]([CH3:53])=[N:51][N:50]=[N:49]2)[CH:47]=1)=[CH:14]/[CH:15]1[CH2:19][CH2:18][CH2:17][CH2:16]1. The yield is 0.910. (7) The product is [CH2:1]([S:8][CH:9]([CH2:19][N:20]1[CH2:21][CH2:22][S:23][CH2:24][CH2:25]1)[CH2:10][NH2:11])[C:2]1[CH:7]=[CH:6][CH:5]=[CH:4][CH:3]=1. The yield is 0.910. The catalyst is CO. The reactants are [CH2:1]([S:8][CH:9]([CH2:19][N:20]1[CH2:25][CH2:24][S:23][CH2:22][CH2:21]1)[CH2:10][NH:11]C(=O)OC(C)(C)C)[C:2]1[CH:7]=[CH:6][CH:5]=[CH:4][CH:3]=1.C(OCC)(=O)C.C(OCC)(=O)C.Cl. (8) The yield is 0.320. The catalyst is C(Cl)Cl. The product is [Br:1][C:2]1[CH:10]=[CH:9][C:5]([C:6]([NH:20][CH3:18])=[O:7])=[C:4]([F:11])[CH:3]=1. The reactants are [Br:1][C:2]1[CH:10]=[CH:9][C:5]([C:6](O)=[O:7])=[C:4]([F:11])[CH:3]=1.CN.C(Cl)CCl.[CH2:18]([N:20](CC)CC)C.